This data is from NCI-60 drug combinations with 297,098 pairs across 59 cell lines. The task is: Regression. Given two drug SMILES strings and cell line genomic features, predict the synergy score measuring deviation from expected non-interaction effect. Drug 1: C1=NC2=C(N1)C(=S)N=C(N2)N. Drug 2: CC1CCC2CC(C(=CC=CC=CC(CC(C(=O)C(C(C(=CC(C(=O)CC(OC(=O)C3CCCCN3C(=O)C(=O)C1(O2)O)C(C)CC4CCC(C(C4)OC)OCCO)C)C)O)OC)C)C)C)OC. Cell line: NCI-H460. Synergy scores: CSS=43.4, Synergy_ZIP=-2.61, Synergy_Bliss=-3.53, Synergy_Loewe=1.49, Synergy_HSA=-0.389.